Dataset: Forward reaction prediction with 1.9M reactions from USPTO patents (1976-2016). Task: Predict the product of the given reaction. (1) Given the reactants [CH3:1][N:2]1[C:6]([C:7]2[CH:8]=[N:9][CH:10]=[CH:11][CH:12]=2)=[C:5](/[CH:13]=[CH:14]/[C:15]([O:17]CC)=[O:16])[CH:4]=[N:3]1.[OH-].[Na+].C(O)(=O)CC(CC(O)=O)(C(O)=O)O, predict the reaction product. The product is: [CH3:1][N:2]1[C:6]([C:7]2[CH:8]=[N:9][CH:10]=[CH:11][CH:12]=2)=[C:5](/[CH:13]=[CH:14]/[C:15]([OH:17])=[O:16])[CH:4]=[N:3]1. (2) Given the reactants C1N(CCO)CCN(CCS(O)(=O)=O)C1.C(N(CC(O)=O)CC(O)=O)COCCOCCN(CC(O)=O)CC(O)=O.[Mg+2].[Cl-].[Cl-].[P:45]([O:57][CH2:58][C@H:59]1[O:63][C@@H:62]([N:64]2[C:73]3[N:72]=[CH:71][N:70]=[C:68]([NH2:69])[C:67]=3[N:66]=[CH:65]2)[C@H:61]([OH:74])[C@@H:60]1[OH:75])([O:48][P:49]([O:52][P:53]([OH:56])([OH:55])=[O:54])([OH:51])=[O:50])(=[O:47])[OH:46].[CH3:76][CH2:77][CH2:78][CH2:79][CH2:80][CH2:81][CH2:82][C:83]([O:85][CH2:86][CH:87]([O:90][C:91]([CH2:93][CH2:94][CH2:95][CH2:96][CH2:97][CH2:98][CH3:99])=[O:92])[CH2:88][OH:89])=[O:84].[CH2:100]([OH:128])[CH:101]([OH:127])[CH2:102][O:103][P:104]([O:107][C@H:108]1[C@H:113]([OH:114])[C@@H:112]([O:115][P:116]([OH:119])([OH:118])=[O:117])[C@H:111]([O:120][P:121]([OH:124])([OH:123])=[O:122])[C@@H:110]([OH:125])[C@H:109]1[OH:126])([OH:106])=[O:105], predict the reaction product. The product is: [P:45]([O:57][CH2:58][C@H:59]1[O:63][C@@H:62]([N:64]2[C:73]3[N:72]=[CH:71][N:70]=[C:68]([NH2:69])[C:67]=3[N:66]=[CH:65]2)[C@H:61]([OH:74])[C@@H:60]1[OH:75])([O:48][P:49]([O:52][P:53]([OH:55])([OH:56])=[O:54])([OH:51])=[O:50])(=[O:46])[OH:47].[CH3:76][CH2:77][CH2:78][CH2:79][CH2:80][CH2:81][CH2:82][C:83]([O:85][CH2:86][CH:87]([O:90][C:91]([CH2:93][CH2:94][CH2:95][CH2:96][CH2:97][CH2:98][CH3:99])=[O:92])[CH2:88][OH:89])=[O:84].[CH2:100]([OH:128])[CH:101]([OH:127])[CH2:102][O:103][P:104]([O:107][C@H:108]1[C@H:113]([OH:114])[C@@H:112]([O:115][P:116]([OH:118])([OH:119])=[O:117])[C@H:111]([O:120][P:121]([OH:124])([OH:123])=[O:122])[C@@H:110]([OH:125])[C@H:109]1[OH:126])([OH:106])=[O:105]. (3) Given the reactants C([O:5][C:6](=[O:11])[CH2:7][C:8](O)=[O:9])(C)(C)C.[CH3:12][NH:13][CH3:14].C1COCC1.C(N(C(C)C)CC)(C)C.F[P-](F)(F)(F)(F)F.N1(OC(N(C)C)=[N+](C)C)C2N=CC=CC=2N=N1.FC(F)(F)C(O)=O, predict the reaction product. The product is: [CH3:12][N:13]([CH3:14])[C:8](=[O:9])[CH2:7][C:6]([OH:5])=[O:11]. (4) Given the reactants C([O:3][C:4](=[O:36])[C:5]([C:31]([O:33]CC)=[O:32])([CH:11]1[C:20]2[C:15](=[CH:16][C:17]([S:21]([C:24]3[CH:29]=[CH:28][CH:27]=[C:26]([F:30])[CH:25]=3)(=[O:23])=[O:22])=[CH:18][CH:19]=2)[O:14][CH2:13][CH2:12]1)[C:6]([O:8]CC)=[O:7])C.[OH-].[Na+], predict the reaction product. The product is: [C:31]([C:5]([CH:11]1[C:20]2[C:15](=[CH:16][C:17]([S:21]([C:24]3[CH:29]=[CH:28][CH:27]=[C:26]([F:30])[CH:25]=3)(=[O:23])=[O:22])=[CH:18][CH:19]=2)[O:14][CH2:13][CH2:12]1)([C:4]([OH:36])=[O:3])[C:6]([OH:8])=[O:7])([OH:33])=[O:32]. (5) Given the reactants C[O-].[Na+].Cl.[NH2:5][C:6]([NH2:8])=[NH:7].[Cl:9][C:10]([C:12]1[C:16]([CH3:17])=[CH:15][N:14]([C:18]2[C:27]3[C:22](=[CH:23][CH:24]=[CH:25][CH:26]=3)[CH:21]=[CH:20][N:19]=2)[CH:13]=1)=[O:11], predict the reaction product. The product is: [ClH:9].[NH:7]([C:10]([C:12]1[C:16]([CH3:17])=[CH:15][N:14]([C:18]2[C:27]3[C:22](=[CH:23][CH:24]=[CH:25][CH:26]=3)[CH:21]=[CH:20][N:19]=2)[CH:13]=1)=[O:11])[C:6]([NH2:8])=[NH:5]. (6) Given the reactants [O:1]=[S:2]1(=[O:19])[CH2:7][CH2:6][N:5]([C:8]([C:10]2[CH:15]=[CH:14][CH:13]=[C:12]([N+:16]([O-])=O)[CH:11]=2)=[O:9])[CH2:4][CH2:3]1.C([SiH](CC)CC)C, predict the reaction product. The product is: [NH2:16][C:12]1[CH:11]=[C:10]([C:8]([N:5]2[CH2:4][CH2:3][S:2](=[O:19])(=[O:1])[CH2:7][CH2:6]2)=[O:9])[CH:15]=[CH:14][CH:13]=1. (7) Given the reactants [CH3:1][C:2]1([CH3:26])[O:6][N:5]=[C:4]([S:7][CH2:8][C:9]2[N:13](CC3C=CC(OC)=CC=3)[N:12]=[N:11][C:10]=2[C:23](=[O:25])[CH3:24])[CH2:3]1.CC1(C)ON=C(SCC2N=NN(CC3C=CC(OC)=CC=3)C=2C(=O)C)C1, predict the reaction product. The product is: [CH3:1][C:2]1([CH3:26])[O:6][N:5]=[C:4]([S:7][CH2:8][C:9]2[C:10]([C:23](=[O:25])[CH3:24])=[N:11][NH:12][N:13]=2)[CH2:3]1. (8) Given the reactants C([O:4][C:5]1[C:6]([CH3:23])=[C:7]([CH3:22])[C:8]2[O:12][C:11]([CH3:13])=[C:10]([C:14]3[CH:19]=[CH:18][CH:17]=[CH:16][CH:15]=3)[C:9]=2[C:20]=1[CH3:21])(=O)C.[OH-].[Na+], predict the reaction product. The product is: [CH3:13][C:11]1[O:12][C:8]2[C:7]([CH3:22])=[C:6]([CH3:23])[C:5]([OH:4])=[C:20]([CH3:21])[C:9]=2[C:10]=1[C:14]1[CH:15]=[CH:16][CH:17]=[CH:18][CH:19]=1.